This data is from Catalyst prediction with 721,799 reactions and 888 catalyst types from USPTO. The task is: Predict which catalyst facilitates the given reaction. (1) Reactant: [C:1]([O:5][C:6]([N:8]1[CH2:12][CH2:11][C@@H:10]([NH:13]C(=O)OCC2C=CC=CC=2)[CH2:9]1)=[O:7])([CH3:4])([CH3:3])[CH3:2]. Product: [NH2:13][C@@H:10]1[CH2:11][CH2:12][N:8]([C:6]([O:5][C:1]([CH3:4])([CH3:3])[CH3:2])=[O:7])[CH2:9]1. The catalyst class is: 19. (2) Reactant: [C:1]([NH:4][C:5]1[C:6]([N+:15]([O-:17])=[O:16])=[C:7]([C:11]([Br:14])=[CH:12][CH:13]=1)[C:8]([OH:10])=[O:9])(=[O:3])[CH3:2].[CH3:18][Si](C=[N+]=[N-])(C)C.C(OCC)C. Product: [C:1]([NH:4][C:5]1[C:6]([N+:15]([O-:17])=[O:16])=[C:7]([C:11]([Br:14])=[CH:12][CH:13]=1)[C:8]([O:10][CH3:18])=[O:9])(=[O:3])[CH3:2]. The catalyst class is: 111. (3) Reactant: [CH3:1][O:2][C:3]1[CH:10]=[C:7]([CH:8]=O)[C:6]([OH:11])=[CH:5][CH:4]=1.[Br:12][C:13]1[CH:26]=[CH:25][C:16]([NH:17][S:18]([CH2:21][C:22](O)=[O:23])(=[O:20])=[O:19])=[CH:15][CH:14]=1. Product: [Br:12][C:13]1[CH:14]=[CH:15][C:16]([NH:17][S:18]([C:21]2[C:22](=[O:23])[O:11][C:6]3[C:7]([CH:8]=2)=[CH:10][C:3]([O:2][CH3:1])=[CH:4][CH:5]=3)(=[O:20])=[O:19])=[CH:25][CH:26]=1. The catalyst class is: 15. (4) Reactant: [Br:1][C:2]1[CH:9]=[CH:8][C:7]([OH:10])=[CH:6][C:3]=1[CH:4]=[O:5].F[C:12]1[CH:19]=[CH:18][C:17]([F:20])=[CH:16][C:13]=1[C:14]#[N:15].C(=O)([O-])[O-].[K+].[K+]. Product: [Br:1][C:2]1[CH:9]=[CH:8][C:7]([O:10][C:12]2[CH:19]=[CH:18][C:17]([F:20])=[CH:16][C:13]=2[C:14]#[N:15])=[CH:6][C:3]=1[CH:4]=[O:5]. The catalyst class is: 16.